Binary Classification. Given a T-cell receptor sequence (or CDR3 region) and an epitope sequence, predict whether binding occurs between them. From a dataset of TCR-epitope binding with 47,182 pairs between 192 epitopes and 23,139 TCRs. (1) The epitope is LEPLVDLPI. The TCR CDR3 sequence is CASSPTSLAPSSYEQYF. Result: 1 (the TCR binds to the epitope). (2) The epitope is KAYNVTQAF. The TCR CDR3 sequence is CASSQPEKTGFSTDTQYF. Result: 1 (the TCR binds to the epitope). (3) The epitope is ALLADKFPV. The TCR CDR3 sequence is CATSDPNTGELFF. Result: 0 (the TCR does not bind to the epitope). (4) The epitope is RLRPGGKKK. The TCR CDR3 sequence is CASSPGLHTEAFF. Result: 0 (the TCR does not bind to the epitope). (5) The epitope is LLWNGPMAV. The TCR CDR3 sequence is CASSFGTSGTYEQYF. Result: 1 (the TCR binds to the epitope). (6) The epitope is ILGLPTQTV. The TCR CDR3 sequence is CASSEGRVSPGELFF. Result: 0 (the TCR does not bind to the epitope).